From a dataset of Reaction yield outcomes from USPTO patents with 853,638 reactions. Predict the reaction yield, written as a fraction of the theoretical maximum amount of product (1.0 means a 100% yield; for example, 0.34 means a 34% yield). The reactants are [O:1]1[C:5]2([CH2:10][CH2:9][C:8]([C:11]3[S:19][C:18]4[C:13](=[N:14][CH:15]=[CH:16][C:17]=4[O:20][C:21]4[CH:27]=[CH:26][C:24]([NH2:25])=[CH:23][C:22]=4[F:28])[CH:12]=3)=[CH:7][CH2:6]2)[O:4][CH2:3][CH2:2]1.[H][H]. The catalyst is [Pd].CO. The product is [O:4]1[C:5]2([CH2:10][CH2:9][CH:8]([C:11]3[S:19][C:18]4[C:13](=[N:14][CH:15]=[CH:16][C:17]=4[O:20][C:21]4[CH:27]=[CH:26][C:24]([NH2:25])=[CH:23][C:22]=4[F:28])[CH:12]=3)[CH2:7][CH2:6]2)[O:1][CH2:2][CH2:3]1. The yield is 0.255.